Dataset: Reaction yield outcomes from USPTO patents with 853,638 reactions. Task: Predict the reaction yield, written as a fraction of the theoretical maximum amount of product (1.0 means a 100% yield; for example, 0.34 means a 34% yield). (1) The reactants are [C:1]([S:4][CH2:5][CH2:6][C:7]1[C:15]2[C:10](=[CH:11][CH:12]=[CH:13][CH:14]=2)[NH:9][C:8]=1[C:16]([O:18][CH3:19])=[O:17])(=[O:3])[CH3:2].[C:20]1(B(O)O)[CH:25]=[CH:24][CH:23]=[CH:22][CH:21]=1.N1C=CC=CC=1. The catalyst is ClCCl.C([O-])(=O)C.[Cu+2].C([O-])(=O)C. The product is [C:1]([S:4][CH2:5][CH2:6][C:7]1[C:15]2[C:10](=[CH:11][CH:12]=[CH:13][CH:14]=2)[N:9]([C:20]2[CH:25]=[CH:24][CH:23]=[CH:22][CH:21]=2)[C:8]=1[C:16]([O:18][CH3:19])=[O:17])(=[O:3])[CH3:2]. The yield is 0.330. (2) The reactants are Br[C:2]1[CH:3]=[C:4]([C:9]([O:11][CH3:12])=[O:10])[S:5][C:6]=1[CH2:7][CH3:8].C(=O)([O-])[O-].[K+].[K+].[CH3:19][N:20]1[C:24](B2OC(C)(C)C(C)(C)O2)=[CH:23][CH:22]=[N:21]1. The catalyst is CC(C)([P](C(C)(C)C)([Pd][P](C(C)(C)C)(C(C)(C)C)C(C)(C)C)C(C)(C)C)C. The product is [CH2:7]([C:6]1[S:5][C:4]([C:9]([O:11][CH3:12])=[O:10])=[CH:3][C:2]=1[C:24]1[N:20]([CH3:19])[N:21]=[CH:22][CH:23]=1)[CH3:8]. The yield is 1.00.